Dataset: Full USPTO retrosynthesis dataset with 1.9M reactions from patents (1976-2016). Task: Predict the reactants needed to synthesize the given product. (1) The reactants are: [C:1]([O:5][C:6]([NH:8][C@H:9]([C:19]([O:21][C:22]([CH3:25])([CH3:24])[CH3:23])=[O:20])[CH2:10][CH2:11][C:12]([O:14][C:15]([CH3:18])([CH3:17])[CH3:16])=[O:13])=[O:7])([CH3:4])([CH3:3])[CH3:2].C[Si]([N-][Si](C)(C)C)(C)C.[Li+].[Br:36][CH2:37][C:38]1[CH:43]=[CH:42][C:41]([CH2:44]Br)=[CH:40][CH:39]=1.Cl. Given the product [Br:36][CH2:37][C:38]1[CH:43]=[CH:42][C:41]([CH2:44][C@H:11]([C:12]([O:14][C:15]([CH3:16])([CH3:18])[CH3:17])=[O:13])[CH2:10][C@@H:9]([C:19]([O:21][C:22]([CH3:25])([CH3:24])[CH3:23])=[O:20])[NH:8][C:6]([O:5][C:1]([CH3:4])([CH3:2])[CH3:3])=[O:7])=[CH:40][CH:39]=1, predict the reactants needed to synthesize it. (2) Given the product [F:1][C:2]1[CH:7]=[C:6]([F:8])[C:5]([C:9]([F:12])([F:11])[F:10])=[CH:4][C:3]=1[C:19]1[CH:24]=[CH:23][CH:22]=[CH:21][N:20]=1, predict the reactants needed to synthesize it. The reactants are: [F:1][C:2]1[CH:7]=[C:6]([F:8])[C:5]([C:9]([F:12])([F:11])[F:10])=[CH:4][C:3]=1Br.C([Sn](CCCC)(CCCC)[C:19]1[CH:24]=[CH:23][CH:22]=[CH:21][N:20]=1)CCC. (3) Given the product [CH3:18][C:16]1[N:15]([CH2:19][C:20]2[CH:25]=[CH:24][C:23]([CH3:26])=[CH:22][CH:21]=2)[N:14]=[C:13]([C:10]2[O:11][CH:12]=[C:8]([C:5]3[CH:6]=[CH:7][C:2]([N:27]4[CH2:32][CH2:31][CH2:30][CH2:29][CH2:28]4)=[CH:3][CH:4]=3)[N:9]=2)[CH:17]=1, predict the reactants needed to synthesize it. The reactants are: Br[C:2]1[CH:7]=[CH:6][C:5]([C:8]2[N:9]=[C:10]([C:13]3[CH:17]=[C:16]([CH3:18])[N:15]([CH2:19][C:20]4[CH:25]=[CH:24][C:23]([CH3:26])=[CH:22][CH:21]=4)[N:14]=3)[O:11][CH:12]=2)=[CH:4][CH:3]=1.[NH:27]1[CH2:32][CH2:31][CH2:30][CH2:29][CH2:28]1.P([O-])([O-])([O-])=O.[K+].[K+].[K+].C1(P(C2CCCCC2)C2C=CC=CC=2C2C=CC=CC=2)CCCCC1. (4) Given the product [OH:5][C:3]([CH3:6])([CH3:4])[C@@H:2]([N:1]1[C:9]2[C:10](=[C:11]([C:17]#[N:18])[C:12]([C:13]#[N:14])=[CH:15][CH:16]=2)[CH:19]=[CH:20]1)[CH3:7], predict the reactants needed to synthesize it. The reactants are: [NH2:1][C@@H:2]([CH3:7])[C:3]([CH3:6])([OH:5])[CH3:4].F[C:9]1[C:10]([C:19]#[C:20][Si](C)(C)C)=[C:11]([C:17]#[N:18])[C:12](=[CH:15][CH:16]=1)[C:13]#[N:14].C([O-])([O-])=O.[K+].[K+].CN1C(=O)CCC1. (5) Given the product [Cl:1][C:2]1[CH:7]=[C:6]([C:8]2[CH:9]=[N:10][CH:11]=[CH:12][CH:13]=2)[N:5]=[C:4]([C:14]2[CH:19]=[CH:18][CH:17]=[C:16]([CH3:20])[N:15]=2)[N:3]=1, predict the reactants needed to synthesize it. The reactants are: [Cl:1][C:2]1[CH:7]=[C:6]([C:8]2[CH:9]=[N:10][CH:11]=[CH:12][CH:13]=2)[N:5]=[C:4]([C:14]2[CH:19]=[CH:18][CH:17]=[CH:16][N:15]=2)[N:3]=1.[CH3:20]C1N=C(C(N)=N)C=CC=1. (6) The reactants are: [NH:1]1[C:7]2[CH:8]=[CH:9][CH:10]=[CH:11][C:6]=2[CH:5]=[CH:4][CH:3]=[N:2]1.[CH3:12][Si](C#C)(C)C.CI.[H-].[Na+]. Given the product [CH3:12][N:1]1[C:7]2[CH:8]=[CH:9][CH:10]=[CH:11][C:6]=2[CH:5]=[CH:4][CH:3]=[N:2]1, predict the reactants needed to synthesize it. (7) Given the product [F:1][C:2]1[CH:3]=[C:4]([NH:8][C:9]([C:11]2[NH:12][C:13]([C:16]3[C:17]4[C:18](=[CH:19][CH:20]=[C:21]([N+:23]([O-:25])=[O:24])[CH:22]=4)[NH:49][N:48]=3)=[CH:14][CH:15]=2)=[O:10])[CH:5]=[CH:6][CH:7]=1, predict the reactants needed to synthesize it. The reactants are: [F:1][C:2]1[CH:3]=[C:4]([NH:8][C:9]([C:11]2[NH:12][C:13]([C:16](=O)[C:17]3[CH:22]=[C:21]([N+:23]([O-:25])=[O:24])[CH:20]=[CH:19][C:18]=3Cl)=[CH:14][CH:15]=2)=[O:10])[CH:5]=[CH:6][CH:7]=1.ClC1C=CC([N+]([O-])=O)=CC=1CC1NC(C(O)=O)=CC=1.O.[NH2:48][NH2:49].C1(C)C=CC=CC=1.